This data is from Reaction yield outcomes from USPTO patents with 853,638 reactions. The task is: Predict the reaction yield, written as a fraction of the theoretical maximum amount of product (1.0 means a 100% yield; for example, 0.34 means a 34% yield). (1) The reactants are P(Cl)(Cl)(Cl)(Cl)Cl.B(F)(F)F.[CH3:11]COCC.[OH:16][C:17]1[C:22]([C:23](=[O:35])[CH2:24][CH2:25][C:26]2[CH:31]=[CH:30][C:29]([O:32][CH3:33])=[C:28]([OH:34])[CH:27]=2)=[C:21]([O:36][CH3:37])[C:20]([O:38][CH3:39])=[C:19]([O:40][CH3:41])[CH:18]=1.Cl. The catalyst is CN(C=O)C.C(OCC)(=O)C. The product is [OH:34][C:28]1[CH:27]=[C:26]([CH:31]=[CH:30][C:29]=1[O:32][CH3:33])[CH2:25][C:24]1[C:23](=[O:35])[C:22]2[C:17](=[CH:18][C:19]([O:40][CH3:41])=[C:20]([O:38][CH3:39])[C:21]=2[O:36][CH3:37])[O:16][CH:11]=1. The yield is 0.510. (2) The reactants are Br[C:2]1[C:7]2=[CH:8][N:9]([C:11]3[C:18]([Cl:19])=[CH:17][C:16]([CH:20]=[CH2:21])=[CH:15][C:12]=3[C:13]#[N:14])[N:10]=[C:6]2[C:5]([F:22])=[CH:4][N:3]=1.[CH3:23][C:24]1[N:29]=[CH:28][N:27]=[C:26]([NH2:30])[CH:25]=1.CC1(C)C2C(=C(P(C3C=CC=CC=3)C3C=CC=CC=3)C=CC=2)OC2C(P(C3C=CC=CC=3)C3C=CC=CC=3)=CC=CC1=2.C(=O)([O-])[O-].[Cs+].[Cs+]. The catalyst is O1CCOCC1.C1C=CC(/C=C/C(/C=C/C2C=CC=CC=2)=O)=CC=1.C1C=CC(/C=C/C(/C=C/C2C=CC=CC=2)=O)=CC=1.C1C=CC(/C=C/C(/C=C/C2C=CC=CC=2)=O)=CC=1.[Pd].[Pd]. The product is [Cl:19][C:18]1[C:11]([N:9]2[CH:8]=[C:7]3[C:2]([NH:30][C:26]4[CH:25]=[C:24]([CH3:23])[N:29]=[CH:28][N:27]=4)=[N:3][CH:4]=[C:5]([F:22])[C:6]3=[N:10]2)=[C:12]([CH:15]=[C:16]([CH:20]=[CH2:21])[CH:17]=1)[C:13]#[N:14]. The yield is 0.580. (3) The reactants are F[C:2]1[CH:16]=[CH:15][C:5]2[C:6](=[O:14])[NH:7][C:8]3[C:13]([C:4]=2[CH:3]=1)=[CH:12][CH:11]=[CH:10][N:9]=3.[OH:17][C:18]1[CH:26]=[CH:25][C:21](C(N)=O)=[CH:20][CH:19]=1.[C:27](=O)([O-])[O-].[K+].[K+].C[N:34]([CH:36]=[O:37])C. No catalyst specified. The product is [O:14]=[C:6]1[C:5]2[CH:15]=[CH:16][C:2]([O:17][C:18]3[CH:19]=[CH:20][C:21]([NH:34][C:36](=[O:37])[CH3:27])=[CH:25][CH:26]=3)=[CH:3][C:4]=2[C:13]2[C:8](=[N:9][CH:10]=[CH:11][CH:12]=2)[NH:7]1. The yield is 0.660. (4) The reactants are [C:1]1([C:25]#[C:26][CH2:27][CH2:28][CH2:29][OH:30])[CH:6]=[C:5]([C:7]#[C:8][CH2:9][CH2:10][CH2:11][OH:12])[C:4]([C:13]#[C:14][CH2:15][CH2:16][CH2:17][OH:18])=[CH:3][C:2]=1[C:19]#[C:20][CH2:21][CH2:22][CH2:23][OH:24]. The catalyst is CO.[Pd]. The product is [C:5]1([CH2:7][CH2:8][CH2:9][CH2:10][CH2:11][OH:12])[CH:6]=[C:1]([CH2:25][CH2:26][CH2:27][CH2:28][CH2:29][OH:30])[C:2]([CH2:19][CH2:20][CH2:21][CH2:22][CH2:23][OH:24])=[CH:3][C:4]=1[CH2:13][CH2:14][CH2:15][CH2:16][CH2:17][OH:18]. The yield is 0.950. (5) The yield is 0.790. No catalyst specified. The product is [NH2:1][C:2]1[C:3]([C:17]([OH:19])=[O:18])=[N:4][C:5]([C:9]2[C:14]([F:15])=[CH:13][CH:12]=[CH:11][C:10]=2[F:16])=[C:6]([F:8])[CH:7]=1. The reactants are [NH2:1][C:2]1[C:3]([C:17]([O-:19])=[O:18])=[N:4][C:5]([C:9]2[C:14]([F:15])=[CH:13][CH:12]=[CH:11][C:10]=2[F:16])=[C:6]([F:8])[CH:7]=1.[Li+].[OH-]. (6) The reactants are O[CH2:2][C:3]1[CH:27]=[CH:26][C:6]([O:7][CH2:8][C:9]2[N:10]=[C:11]([N:15]3[CH2:20][CH2:19][CH:18]([C:21]([O:23][CH2:24][CH3:25])=[O:22])[CH2:17][CH2:16]3)[S:12][C:13]=2[CH3:14])=[C:5]([O:28][CH3:29])[CH:4]=1.S(Cl)([Cl:32])=O. The catalyst is C1(C)C=CC=CC=1. The product is [Cl:32][CH2:2][C:3]1[CH:27]=[CH:26][C:6]([O:7][CH2:8][C:9]2[N:10]=[C:11]([N:15]3[CH2:20][CH2:19][CH:18]([C:21]([O:23][CH2:24][CH3:25])=[O:22])[CH2:17][CH2:16]3)[S:12][C:13]=2[CH3:14])=[C:5]([O:28][CH3:29])[CH:4]=1. The yield is 0.320. (7) The yield is 0.510. The reactants are [C:1]([O:4][CH2:5][C:6]1[CH:11]=[CH:10][CH:9]=[C:8]([N+:12]([O-:14])=[O:13])[C:7]=1Br)(=[O:3])[CH3:2].C([O-])(=O)C.[K+].[B:21]1([B:21]2[O:25][C:24]([CH3:27])([CH3:26])[C:23]([CH3:29])([CH3:28])[O:22]2)[O:25][C:24]([CH3:27])([CH3:26])[C:23]([CH3:29])([CH3:28])[O:22]1. The catalyst is O1CCOCC1. The product is [C:1]([O:4][CH2:5][C:6]1[CH:11]=[CH:10][CH:9]=[C:8]([N+:12]([O-:14])=[O:13])[C:7]=1[B:21]1[O:25][C:24]([CH3:27])([CH3:26])[C:23]([CH3:29])([CH3:28])[O:22]1)(=[O:3])[CH3:2].